Dataset: Catalyst prediction with 721,799 reactions and 888 catalyst types from USPTO. Task: Predict which catalyst facilitates the given reaction. Reactant: Cl.[Cl:2][C:3]1[CH:4]=[CH:5][C:6]([CH3:11])=[C:7]([NH:9][NH2:10])[CH:8]=1.Cl.[CH3:13]/[C:14](/N)=[CH:15]\[C:16]#[N:17].C(=O)(O)[O-].[Na+]. Product: [Cl:2][C:3]1[CH:4]=[CH:5][C:6]([CH3:11])=[C:7]([N:9]2[C:16]([NH2:17])=[CH:15][C:14]([CH3:13])=[N:10]2)[CH:8]=1. The catalyst class is: 8.